Dataset: Reaction yield outcomes from USPTO patents with 853,638 reactions. Task: Predict the reaction yield, written as a fraction of the theoretical maximum amount of product (1.0 means a 100% yield; for example, 0.34 means a 34% yield). (1) The reactants are [Cl:1][C:2]1[CH:3]=[C:4]2[C:8](=[C:9]([Cl:11])[CH:10]=1)[N:7]([C:12]1[CH:17]=[C:16]([NH:18][CH:19]([CH2:22][CH3:23])[CH2:20][CH3:21])[N:15]=[C:14]([CH3:24])[N:13]=1)[CH2:6][CH2:5]2.[Cl:25]N1C(=O)CCC1=O. The catalyst is C(#N)C. The product is [Cl:25][C:17]1[C:12]([N:7]2[C:8]3[C:4](=[CH:3][C:2]([Cl:1])=[CH:10][C:9]=3[Cl:11])[CH2:5][CH2:6]2)=[N:13][C:14]([CH3:24])=[N:15][C:16]=1[NH:18][CH:19]([CH2:22][CH3:23])[CH2:20][CH3:21]. The yield is 0.990. (2) The reactants are [F:1][C:2]1[CH:28]=[CH:27][C:5]([CH2:6][N:7]2[CH2:10][CH:9]([S:11][C:12]3[C@H:13]([CH3:26])[C@@H:14]4[C@@H:21]([C@H:22]([OH:24])[CH3:23])[C:20](=[O:25])[N:15]4[C:16]=3[C:17]([OH:19])=[O:18])[CH2:8]2)=[CH:4][CH:3]=1.[C:29]([O:32][CH:33](Br)[CH3:34])(=[O:31])[CH3:30].C(N(CC)C(C)C)(C)C. The catalyst is CN(C)C(=O)C.[Br-].C([N+](CCCC)(CCCC)CCCC)CCC. The product is [F:1][C:2]1[CH:28]=[CH:27][C:5]([CH2:6][N:7]2[CH2:8][CH:9]([S:11][C:12]3[C@H:13]([CH3:26])[C@@H:14]4[C@@H:21]([C@H:22]([OH:24])[CH3:23])[C:20](=[O:25])[N:15]4[C:16]=3[C:17]([O:19][CH:33]([O:32][C:29](=[O:31])[CH3:30])[CH3:34])=[O:18])[CH2:10]2)=[CH:4][CH:3]=1. The yield is 0.770. (3) The reactants are Cl[C:2]1=[N:3][C:4]2[CH:16]=[CH:15][CH:14]=[CH:13][C:5]=2[O:6][C:7]2[CH:12]=[CH:11][CH:10]=[CH:9][C:8]1=2.[CH3:17][O:18][C:19]([C:21]1[CH:26]=[CH:25][C:24](B(O)O)=[CH:23][CH:22]=1)=[O:20].C([O-])([O-])=O.[Na+].[Na+].CCOC(C)=O. The catalyst is COCCOC.C1C=CC([P]([Pd]([P](C2C=CC=CC=2)(C2C=CC=CC=2)C2C=CC=CC=2)([P](C2C=CC=CC=2)(C2C=CC=CC=2)C2C=CC=CC=2)[P](C2C=CC=CC=2)(C2C=CC=CC=2)C2C=CC=CC=2)(C2C=CC=CC=2)C2C=CC=CC=2)=CC=1. The product is [CH:9]1[C:8]2[C:2]([C:24]3[CH:25]=[CH:26][C:21]([C:19]([O:18][CH3:17])=[O:20])=[CH:22][CH:23]=3)=[N:3][C:4]3[CH:16]=[CH:15][CH:14]=[CH:13][C:5]=3[O:6][C:7]=2[CH:12]=[CH:11][CH:10]=1. The yield is 0.990. (4) The reactants are [C:1]([NH:5][C:6]1[N:11]=[C:10]([S:12][CH3:13])[C:9]([C:14]#[N:15])=[CH:8][N:7]=1)([CH3:4])([CH3:3])[CH3:2].[OH-:16].[Na+].OO.O. The catalyst is CS(C)=O. The product is [C:1]([NH:5][C:6]1[N:11]=[C:10]([S:12][CH3:13])[C:9]([C:14]([NH2:15])=[O:16])=[CH:8][N:7]=1)([CH3:4])([CH3:2])[CH3:3]. The yield is 0.712. (5) The reactants are [CH2:1]([O:8][C:9]1[CH:18]=[C:17]2[C:12]([CH:13]=[C:14]([C:19]([OH:21])=O)[N:15]=[CH:16]2)=[CH:11][CH:10]=1)[C:2]1[CH:7]=[CH:6][CH:5]=[CH:4][CH:3]=1.CN(C(ON1N=NC2C=CC=CC1=2)=[N+](C)C)C.F[P-](F)(F)(F)(F)F.[CH3:46][O:47][C:48]([C:50]1[C:58]2[N:57]=[C:56]([NH2:59])[NH:55][C:54]=2[CH:53]=[CH:52][CH:51]=1)=[O:49]. The catalyst is CN(C=O)C.CCN(C(C)C)C(C)C. The product is [CH3:46][O:47][C:48]([C:50]1[C:58]2[N:57]=[C:56]([NH:59][C:19]([C:14]3[N:15]=[CH:16][C:17]4[C:12]([CH:13]=3)=[CH:11][CH:10]=[C:9]([O:8][CH2:1][C:2]3[CH:3]=[CH:4][CH:5]=[CH:6][CH:7]=3)[CH:18]=4)=[O:21])[NH:55][C:54]=2[CH:53]=[CH:52][CH:51]=1)=[O:49]. The yield is 0.880. (6) The reactants are Cl.CC(C)([S@]([NH:7][CH:8]([C:10]1[CH:11]=[C:12]([C:27]([N:29]([CH3:31])[CH3:30])=[O:28])[CH:13]=[C:14]2[C:19]=1[O:18][C:17]([N:20]1[CH2:25][CH2:24][O:23][CH2:22][CH2:21]1)=[CH:16][C:15]2=[O:26])[CH3:9])=O)C. The catalyst is O1CCOCC1. The product is [NH2:7][CH:8]([C:10]1[CH:11]=[C:12]([C:27]([N:29]([CH3:30])[CH3:31])=[O:28])[CH:13]=[C:14]2[C:19]=1[O:18][C:17]([N:20]1[CH2:25][CH2:24][O:23][CH2:22][CH2:21]1)=[CH:16][C:15]2=[O:26])[CH3:9]. The yield is 0.890. (7) The reactants are [CH3:1][C:2]1[CH:11]=[CH:10][C:9]2[C:8](=[O:12])[CH2:7][CH:6]([CH3:13])[CH2:5][C:4]=2[N:3]=1.[Br:14]Br. The catalyst is Br. The product is [Br:14][CH:7]1[CH:6]([CH3:13])[CH2:5][C:4]2[N:3]=[C:2]([CH3:1])[CH:11]=[CH:10][C:9]=2[C:8]1=[O:12]. The yield is 1.00. (8) The reactants are [O:1]=[C:2]1[NH:11][C:10]2[N:9]=[CH:8][C:7](/[CH:12]=[CH:13]/[C:14]([O:16][CH2:17][CH3:18])=[O:15])=[CH:6][C:5]=2[CH2:4][CH2:3]1. The catalyst is CO.[Pd]. The product is [O:1]=[C:2]1[NH:11][C:10]2[N:9]=[CH:8][C:7]([CH2:12][CH2:13][C:14]([O:16][CH2:17][CH3:18])=[O:15])=[CH:6][C:5]=2[CH2:4][CH2:3]1. The yield is 0.902. (9) The reactants are [NH2:1][C:2]1[CH:7]=[N:6][C:5](Br)=[CH:4][N:3]=1.[CH2:9]([O:16][C:17]1[C:18]([F:27])=[C:19](B(O)O)[CH:20]=[CH:21][C:22]=1[Cl:23])[C:10]1[CH:15]=[CH:14][CH:13]=[CH:12][CH:11]=1.C([O-])([O-])=O.[K+].[K+].C(Cl)Cl. The catalyst is COCCOC. The product is [CH2:9]([O:16][C:17]1[C:18]([F:27])=[C:19]([C:5]2[N:6]=[CH:7][C:2]([NH2:1])=[N:3][CH:4]=2)[CH:20]=[CH:21][C:22]=1[Cl:23])[C:10]1[CH:11]=[CH:12][CH:13]=[CH:14][CH:15]=1. The yield is 0.770. (10) The reactants are Cl[C:2]1[CH:7]=[CH:6][N:5]=[CH:4][C:3]=1[CH3:8].[C:9]([O:13][C:14]([C:16]1[CH:17]=[C:18](B(O)O)[CH:19]=[CH:20][CH:21]=1)=[O:15])([CH3:12])([CH3:11])[CH3:10].C(=O)([O-])[O-].[K+].[K+]. The catalyst is COCCOC.C1(P(C2C=CC=CC=2)C2C=CC=CC=2)C=CC=CC=1.C1(P(C2C=CC=CC=2)C2C=CC=CC=2)C=CC=CC=1.C1(P(C2C=CC=CC=2)C2C=CC=CC=2)C=CC=CC=1.C1(P(C2C=CC=CC=2)C2C=CC=CC=2)C=CC=CC=1.[Pd]. The product is [CH3:8][C:3]1[CH:4]=[N:5][CH:6]=[CH:7][C:2]=1[C:20]1[CH:21]=[C:16]([CH:17]=[CH:18][CH:19]=1)[C:14]([O:13][C:9]([CH3:11])([CH3:12])[CH3:10])=[O:15]. The yield is 0.714.